This data is from Full USPTO retrosynthesis dataset with 1.9M reactions from patents (1976-2016). The task is: Predict the reactants needed to synthesize the given product. (1) Given the product [NH:32]1[C:36]2[CH:37]=[CH:38][CH:39]=[CH:40][C:35]=2[N:34]=[C:33]1[CH2:41][NH:42][C:3](=[O:5])[CH:2]([OH:1])[C:6]1[CH:11]=[CH:10][C:9]([C:12]2[N:16]=[C:15]([C:17]3[O:21][N:20]=[C:19]([C:22]4[CH:23]=[CH:24][CH:25]=[CH:26][CH:27]=4)[C:18]=3[C:28]([F:30])([F:29])[F:31])[O:14][N:13]=2)=[CH:8][CH:7]=1, predict the reactants needed to synthesize it. The reactants are: [OH:1][CH:2]([C:6]1[CH:11]=[CH:10][C:9]([C:12]2[N:16]=[C:15]([C:17]3[O:21][N:20]=[C:19]([C:22]4[CH:27]=[CH:26][CH:25]=[CH:24][CH:23]=4)[C:18]=3[C:28]([F:31])([F:30])[F:29])[O:14][N:13]=2)=[CH:8][CH:7]=1)[C:3]([OH:5])=O.[NH:32]1[C:36]2[CH:37]=[CH:38][CH:39]=[CH:40][C:35]=2[N:34]=[C:33]1[CH2:41][NH2:42].CN(C(ON1N=NC2C=CC=NC1=2)=[N+](C)C)C.F[P-](F)(F)(F)(F)F.CN1CCOCC1. (2) The reactants are: [N:1]1[C:10]2[C:5](=[CH:6][CH:7]=[CH:8][CH:9]=2)[C:4]([O:11][C@H:12]2[CH2:17][CH2:16][C@H:15]([CH:18]([CH2:22][CH3:23])C(O)=O)[CH2:14][CH2:13]2)=[CH:3][CH:2]=1.P([N:40]=[N+]=[N-])(=O)(OC1C=CC=CC=1)OC1C=CC=CC=1.[Li+].[OH-].Cl. Given the product [N:1]1[C:10]2[C:5](=[CH:6][CH:7]=[CH:8][CH:9]=2)[C:4]([O:11][C@H:12]2[CH2:17][CH2:16][C@H:15]([CH:18]([NH2:40])[CH2:22][CH3:23])[CH2:14][CH2:13]2)=[CH:3][CH:2]=1, predict the reactants needed to synthesize it. (3) Given the product [NH2:8][C:5]1[C:4]2[C:13]([C:16]3[CH:21]=[CH:20][C:19]([NH:22][C:23]([C:25]4[N:26]([CH3:34])[C:27]5[C:32]([CH:33]=4)=[CH:31][CH:30]=[CH:29][CH:28]=5)=[O:24])=[C:18]([O:35][CH3:36])[CH:17]=3)=[CH:14][S:15][C:3]=2[C:2]([NH:1][C:44]([N:45]2[CH2:68][CH2:69][N:64]([CH2:63][CH2:62][OH:61])[CH2:65][CH2:66]2)=[O:46])=[CH:7][N:6]=1, predict the reactants needed to synthesize it. The reactants are: [NH2:1][C:2]1[C:3]2[S:15][CH:14]=[C:13]([C:16]3[CH:21]=[CH:20][C:19]([NH:22][C:23]([C:25]4[N:26]([CH3:34])[C:27]5[C:32]([CH:33]=4)=[CH:31][CH:30]=[CH:29][CH:28]=5)=[O:24])=[C:18]([O:35][CH3:36])[CH:17]=3)[C:4]=2[C:5](/[N:8]=C/N(C)C)=[N:6][CH:7]=1.ClC(OC)=S.CS[C:44](=[O:46])[NH2:45].Cl.CNOC.C(N(CC)C(C)C)(C)C.[OH:61][CH2:62][CH2:63][N:64]1[CH2:69][CH2:68]N[CH2:66][CH2:65]1. (4) Given the product [N:73]1([C:2]2[CH:3]=[C:4]([CH:37]=[CH:38][CH:39]=2)[CH2:5][N:6]2[C:10]3[CH:11]=[CH:12][C:13]([O:15][CH2:16][C:17]4[CH:26]=[CH:25][C:24]5[C:19](=[CH:20][CH:21]=[CH:22][CH:23]=5)[N:18]=4)=[CH:14][C:9]=3[N:8]=[C:7]2[CH2:27][C:28]2([C:33]([O:35][CH3:36])=[O:34])[CH2:32][CH2:31][CH2:30][CH2:29]2)[CH2:77][CH2:76][CH2:75][CH2:74]1, predict the reactants needed to synthesize it. The reactants are: Br[C:2]1[CH:3]=[C:4]([CH:37]=[CH:38][CH:39]=1)[CH2:5][N:6]1[C:10]2[CH:11]=[CH:12][C:13]([O:15][CH2:16][C:17]3[CH:26]=[CH:25][C:24]4[C:19](=[CH:20][CH:21]=[CH:22][CH:23]=4)[N:18]=3)=[CH:14][C:9]=2[N:8]=[C:7]1[CH2:27][C:28]1([C:33]([O:35][CH3:36])=[O:34])[CH2:32][CH2:31][CH2:30][CH2:29]1.CC(OC1C=CC=C(OC(C)C)C=1C1C(P(C2CCCCC2)C2CCCCC2)=CC=CC=1)C.[NH:73]1[CH2:77][CH2:76][CH2:75][CH2:74]1. (5) Given the product [CH3:13][NH:14][C:15]1[N:16]=[CH:17][C:18]([C:31]2[N:39]=[C:38]3[C:34]([N:35]=[CH:36][N:37]3[CH2:40][CH:41]3[CH2:45][CH2:44][O:43][CH2:42]3)=[C:33]([N:46]3[CH2:47][CH2:48][O:49][CH2:50][CH2:51]3)[N:32]=2)=[CH:19][N:20]=1, predict the reactants needed to synthesize it. The reactants are: O1CCOCC1.C(=O)([O-])[O-].[Na+].[Na+].[CH3:13][NH:14][C:15]1[N:20]=[CH:19][C:18](B2OC(C)(C)C(C)(C)O2)=[CH:17][N:16]=1.Cl[C:31]1[N:39]=[C:38]2[C:34]([N:35]=[CH:36][N:37]2[CH2:40][CH:41]2[CH2:45][CH2:44][O:43][CH2:42]2)=[C:33]([N:46]2[CH2:51][CH2:50][O:49][CH2:48][CH2:47]2)[N:32]=1. (6) The reactants are: [NH2:1][C:2]1[N:6]([CH3:7])[N:5]=[CH:4][C:3]=1[NH:8][CH:9]=[O:10].[C:11](Cl)([C:24]1[CH:29]=[CH:28][CH:27]=[CH:26][CH:25]=1)([C:18]1[CH:23]=[CH:22][CH:21]=[CH:20][CH:19]=1)[C:12]1[CH:17]=[CH:16][CH:15]=[CH:14][CH:13]=1.C(N(CC)CC)C.O. Given the product [CH3:7][N:6]1[C:2]([NH:1][C:11]([C:12]2[CH:17]=[CH:16][CH:15]=[CH:14][CH:13]=2)([C:24]2[CH:25]=[CH:26][CH:27]=[CH:28][CH:29]=2)[C:18]2[CH:19]=[CH:20][CH:21]=[CH:22][CH:23]=2)=[C:3]([NH:8][CH:9]=[O:10])[CH:4]=[N:5]1, predict the reactants needed to synthesize it. (7) The reactants are: O[CH:2]1[CH2:5][C:4]2([CH2:10][CH2:9][N:8]([C:11]([O:13][C:14]([CH3:17])([CH3:16])[CH3:15])=[O:12])[CH2:7][CH2:6]2)[CH2:3]1.CCN(S(F)(F)[F:24])CC. Given the product [F:24][CH:2]1[CH2:5][C:4]2([CH2:10][CH2:9][N:8]([C:11]([O:13][C:14]([CH3:17])([CH3:16])[CH3:15])=[O:12])[CH2:7][CH2:6]2)[CH2:3]1, predict the reactants needed to synthesize it. (8) The reactants are: [CH2:1]([O:8][C:9]([N:11]1[CH2:16][CH2:15][CH:14]([NH:17][C:18]2[C:27]3[C:22](=[CH:23][CH:24]=[C:25]([C:28]4[CH:29]=[N:30][C:31]5[C:36]([CH:37]=4)=[CH:35][CH:34]=[CH:33][CH:32]=5)[N:26]=3)[N:21]=[CH:20][C:19]=2[C:38]([O:40]C)=[O:39])[CH2:13][CH2:12]1)=[O:10])[C:2]1[CH:7]=[CH:6][CH:5]=[CH:4][CH:3]=1.[OH-].[Li+].C(O)C. Given the product [CH2:1]([O:8][C:9]([N:11]1[CH2:16][CH2:15][CH:14]([NH:17][C:18]2[C:27]3[C:22](=[CH:23][CH:24]=[C:25]([C:28]4[CH:29]=[N:30][C:31]5[C:36]([CH:37]=4)=[CH:35][CH:34]=[CH:33][CH:32]=5)[N:26]=3)[N:21]=[CH:20][C:19]=2[C:38]([OH:40])=[O:39])[CH2:13][CH2:12]1)=[O:10])[C:2]1[CH:7]=[CH:6][CH:5]=[CH:4][CH:3]=1, predict the reactants needed to synthesize it.